This data is from Forward reaction prediction with 1.9M reactions from USPTO patents (1976-2016). The task is: Predict the product of the given reaction. (1) Given the reactants Br[C:2]1[CH:3]=[C:4]([C:8]2[CH:17]=[N:16][C:15]3[C:10](=[C:11]4[CH:25]=[CH:24][CH:23]=[CH:22][C:12]4=[C:13]4[CH:21]=[CH:20][CH:19]=[CH:18][C:14]4=3)[N:9]=2)[CH:5]=[CH:6][CH:7]=1.[B:35]1([B:35]2[O:39][C:38]([CH3:41])([CH3:40])[C:37]([CH3:43])([CH3:42])[O:36]2)[O:39][C:38]([CH3:41])([CH3:40])[C:37]([CH3:43])([CH3:42])[O:36]1.C([O-])(=O)C.[K+].O1CCOCC1, predict the reaction product. The product is: [N:9]1[C:10]2[C:15](=[C:14]3[CH:18]=[CH:19][CH:20]=[CH:21][C:13]3=[C:12]3[CH:22]=[CH:23][CH:24]=[CH:25][C:11]3=2)[N:16]=[CH:17][C:8]=1[C:4]1[CH:3]=[C:2]([B:35]2[O:36][C:37]([CH3:42])([CH3:43])[C:38]([CH3:40])([CH3:41])[O:39]2)[CH:7]=[CH:6][CH:5]=1. (2) Given the reactants C[O:2][C:3](=[O:15])[C:4]1[CH:9]=[C:8]([CH3:10])[C:7]([Br:11])=[C:6]([N+:12]([O-:14])=[O:13])[CH:5]=1.[OH-].[Na+].Cl, predict the reaction product. The product is: [Br:11][C:7]1[C:8]([CH3:10])=[CH:9][C:4]([C:3]([OH:15])=[O:2])=[CH:5][C:6]=1[N+:12]([O-:14])=[O:13]. (3) Given the reactants [F:1][C:2]1([F:14])[CH2:6][CH2:5][N:4]([C:7]([CH:9]2[CH2:13][CH2:12][NH:11][CH2:10]2)=[O:8])[CH2:3]1.[F:15][C:16]1[CH:24]=[CH:23][C:22]([CH:25]=[O:26])=[CH:21][C:17]=1[C:18](O)=[O:19].F[P-](F)(F)(F)(F)F.N1(OC(N(C)C)=[N+](C)C)C2C=CC=CC=2N=N1.C(N(CC)C(C)C)(C)C, predict the reaction product. The product is: [F:14][C:2]1([F:1])[CH2:6][CH2:5][N:4]([C:7]([CH:9]2[CH2:13][CH2:12][N:11]([C:18]([C:17]3[CH:21]=[C:22]([CH:23]=[CH:24][C:16]=3[F:15])[CH:25]=[O:26])=[O:19])[CH2:10]2)=[O:8])[CH2:3]1. (4) Given the reactants [Cl:1][C:2]1[CH:7]=[C:6](Cl)[C:5]([N+:9]([O-:11])=[O:10])=[CH:4][N:3]=1.[CH:12]1([NH2:17])[CH2:16][CH2:15][CH2:14][CH2:13]1, predict the reaction product. The product is: [Cl:1][C:2]1[CH:7]=[C:6]([NH:17][CH:12]2[CH2:16][CH2:15][CH2:14][CH2:13]2)[C:5]([N+:9]([O-:11])=[O:10])=[CH:4][N:3]=1. (5) Given the reactants [F:1][C:2]1C=[CH:22][C:5]([C:6]([C:8]2[CH:13]=[N+:12]([O-])[C:11]([CH3:15])=[C:10]3[O:16][C:17]([CH3:21])([CH3:20])[O:18][CH2:19][C:9]=23)=[O:7])=[CH:4][CH:3]=1.CC[O:26]C(C)=O.C1(C)C=CC=CC=1.Cl[CH2:38][Cl:39], predict the reaction product. The product is: [Cl:39][C:38]1[CH:22]=[C:5]([C:6]([C:8]2[CH:13]=[N:12][C:11]([CH2:15][OH:26])=[C:10]3[O:16][C:17]([CH3:21])([CH3:20])[O:18][CH2:19][C:9]=23)=[O:7])[CH:4]=[CH:3][C:2]=1[F:1]. (6) Given the reactants CS(OS(C)(=O)=O)(=O)=O.[Br:10][C:11]1[N:21]=[C:14]2[CH:15]=[CH:16][CH:17]=[C:18]([CH2:19]O)[N:13]2[N:12]=1.C(N(CC)C(C)C)(C)C.[NH:31]1[CH2:36][CH2:35][NH:34][CH2:33][C:32]1=[O:37], predict the reaction product. The product is: [Br:10][C:11]1[N:21]=[C:14]2[CH:15]=[CH:16][CH:17]=[C:18]([CH2:19][N:34]3[CH2:35][CH2:36][NH:31][C:32](=[O:37])[CH2:33]3)[N:13]2[N:12]=1.